Predict the reaction yield, written as a fraction of the theoretical maximum amount of product (1.0 means a 100% yield; for example, 0.34 means a 34% yield). From a dataset of Reaction yield outcomes from USPTO patents with 853,638 reactions. (1) The yield is 0.760. The reactants are Br[C:2]1[S:6][C:5]([C:7]([O:9][C:10]([CH3:13])([CH3:12])[CH3:11])=[O:8])=[N:4][CH:3]=1.C([Sn](CCCC)(CCCC)[C:19]1[CH:24]=[CH:23][CH:22]=[CH:21][N:20]=1)CCC.O1C=CC=C1P(C1OC=CC=1)C1OC=CC=1. The product is [N:20]1[CH:21]=[CH:22][CH:23]=[CH:24][C:19]=1[C:2]1[S:6][C:5]([C:7]([O:9][C:10]([CH3:13])([CH3:12])[CH3:11])=[O:8])=[N:4][CH:3]=1. The catalyst is O1CCOCC1.C1C=CC(/C=C/C(/C=C/C2C=CC=CC=2)=O)=CC=1.C1C=CC(/C=C/C(/C=C/C2C=CC=CC=2)=O)=CC=1.C1C=CC(/C=C/C(/C=C/C2C=CC=CC=2)=O)=CC=1.[Pd].[Pd]. (2) The reactants are [Br:1][C:2]1[CH:3]=[C:4]2[C:9](=[N:10][C:11]=1[O:12]C)[N:8]([C@@H:14]([CH:24]([CH3:26])[CH3:25])[CH2:15][O:16][Si:17]([C:20]([CH3:23])([CH3:22])[CH3:21])([CH3:19])[CH3:18])[CH:7]=[C:6]([C:27]([O:29][CH2:30][CH3:31])=[O:28])[C:5]2=[O:32].N1CCOCC1.C(=O)([O-])[O-].[K+].[K+].Cl. The catalyst is CS(C)=O. The product is [Br:1][C:2]1[CH:3]=[C:4]2[C:9](=[N:10][C:11]=1[OH:12])[N:8]([C@@H:14]([CH:24]([CH3:26])[CH3:25])[CH2:15][O:16][Si:17]([C:20]([CH3:23])([CH3:22])[CH3:21])([CH3:18])[CH3:19])[CH:7]=[C:6]([C:27]([O:29][CH2:30][CH3:31])=[O:28])[C:5]2=[O:32]. The yield is 0.880. (3) The reactants are Cl.[CH3:2][O:3][C:4]1[C:9]([C:10](Cl)=[O:11])=[C:8]([CH3:13])[N:7]=[C:6]([O:14][CH3:15])[CH:5]=1.[CH3:16][NH2:17]. The catalyst is ClCCl.C1COCC1.O. The product is [CH3:2][O:3][C:4]1[C:9]([C:10]([NH:17][CH3:16])=[O:11])=[C:8]([CH3:13])[N:7]=[C:6]([O:14][CH3:15])[CH:5]=1. The yield is 0.660. (4) The reactants are Br[C:2]1[CH:3]=[C:4]2[C:9](=[CH:10][CH:11]=1)[C:8](=[O:12])[N:7]([CH3:13])[CH:6]=[CH:5]2.[CH3:14][N:15]1[CH:19]=[C:18](B2OC(C)(C)C(C)(C)O2)[CH:17]=[N:16]1.[F-].[Cs+]. The yield is 0.810. The product is [CH3:13][N:7]1[CH:6]=[CH:5][C:4]2[C:9](=[CH:10][CH:11]=[C:2]([C:18]3[CH:17]=[N:16][N:15]([CH3:14])[CH:19]=3)[CH:3]=2)[C:8]1=[O:12]. The catalyst is O1CCOCC1.O.Cl[Pd](Cl)([P](C1C=CC=CC=1)(C1C=CC=CC=1)C1C=CC=CC=1)[P](C1C=CC=CC=1)(C1C=CC=CC=1)C1C=CC=CC=1. (5) The reactants are [C:1]([OH:14])(=[O:13])/[CH:2]=[CH:3]/[C:4]1[CH:12]=[CH:11][C:9]([OH:10])=[C:6]([O:7][CH3:8])[CH:5]=1.C1C[O:18][CH2:17][CH2:16]1.[H][H]. The catalyst is [Pd].CO. The product is [C:17]([O:10][C:9]1[CH:11]=[CH:12][C:4]([CH2:3][CH2:2][C:1]([OH:14])=[O:13])=[CH:5][C:6]=1[O:7][CH3:8])(=[O:18])[CH3:16]. The yield is 0.780. (6) The reactants are FC(F)(F)C(O)=O.[O:8]1[C:12]2[CH:13]=[CH:14][C:15]([C:17]3([C:20]([NH:22][C:23]4[CH:24]=[C:25]5[C:29](=[CH:30][CH:31]=4)[NH:28][C:27]([C:32]([CH3:43])([CH3:42])[CH2:33][NH:34]C(=O)OC(C)(C)C)=[CH:26]5)=[O:21])[CH2:19][CH2:18]3)=[CH:16][C:11]=2[O:10][CH2:9]1. The catalyst is ClCCl. The product is [NH2:34][CH2:33][C:32]([C:27]1[NH:28][C:29]2[C:25]([CH:26]=1)=[CH:24][C:23]([NH:22][C:20]([C:17]1([C:15]3[CH:14]=[CH:13][C:12]4[O:8][CH2:9][O:10][C:11]=4[CH:16]=3)[CH2:19][CH2:18]1)=[O:21])=[CH:31][CH:30]=2)([CH3:42])[CH3:43]. The yield is 0.860. (7) The reactants are NC1N=CC(N2CCN(C(OC(C)(C)C)=O)CC2)=CC=1.[CH3:21][C@@H:22]1[N:27]([C:28]2[CH:29]=[N:30][C:31]([N+:34]([O-])=O)=[CH:32][CH:33]=2)[CH2:26][CH2:25][N:24]([C:37]([O:39][C:40]([CH3:43])([CH3:42])[CH3:41])=[O:38])[CH2:23]1. No catalyst specified. The product is [NH2:34][C:31]1[N:30]=[CH:29][C:28]([N:27]2[CH2:26][CH2:25][N:24]([C:37]([O:39][C:40]([CH3:43])([CH3:42])[CH3:41])=[O:38])[CH2:23][C@@H:22]2[CH3:21])=[CH:33][CH:32]=1. The yield is 0.930. (8) The reactants are CC1(C)C(C)(C)OB([C:9]2[CH:14]=[CH:13][C:12]([C:15]34[CH2:22][CH2:21][C:18]([CH2:23][C:24]([O:26][CH3:27])=[O:25])([CH2:19][CH2:20]3)[O:17][CH2:16]4)=[CH:11][CH:10]=2)O1.I[C:30]1[CH:35]=[CH:34][C:33]([N+:36]([O-:38])=[O:37])=[CH:32][CH:31]=1.[O-]P([O-])([O-])=O.[K+].[K+].[K+]. The catalyst is C1C=CC(P(C2C=CC=CC=2)[C-]2C=CC=C2)=CC=1.C1C=CC(P(C2C=CC=CC=2)[C-]2C=CC=C2)=CC=1.Cl[Pd]Cl.[Fe+2].ClCCl.C(COC)OC. The product is [N+:36]([C:33]1[CH:34]=[CH:35][C:30]([C:9]2[CH:10]=[CH:11][C:12]([C:15]34[CH2:20][CH2:19][C:18]([CH2:23][C:24]([O:26][CH3:27])=[O:25])([CH2:21][CH2:22]3)[O:17][CH2:16]4)=[CH:13][CH:14]=2)=[CH:31][CH:32]=1)([O-:38])=[O:37]. The yield is 0.790. (9) The reactants are O=P12OP3(OP(OP(O3)(O1)=O)(=O)O2)=O.CS(O)(=O)=O.Cl.[NH2:21][C:22]1[CH:27]=[C:26]([Cl:28])[CH:25]=[CH:24][C:23]=1[SH:29].[Cl:30][C:31]1[CH:36]=[C:35]([N+:37]([O-:39])=[O:38])[CH:34]=[C:33]([Cl:40])[C:32]=1[CH2:41][C:42](O)=O. No catalyst specified. The product is [Cl:28][C:26]1[CH:25]=[CH:24][C:23]2[S:29][C:42]([CH2:41][C:32]3[C:33]([Cl:40])=[CH:34][C:35]([N+:37]([O-:39])=[O:38])=[CH:36][C:31]=3[Cl:30])=[N:21][C:22]=2[CH:27]=1. The yield is 0.990. (10) The reactants are [NH2:1][C:2]1[NH:6][N:5]=[C:4]([C:7]([CH3:10])([CH3:9])[CH3:8])[CH:3]=1.[CH3:11][C:12]1[CH:27]=[CH:26][C:15]([O:16][C:17]2[CH:22]=[CH:21][C:20]([N:23]=[C:24]=[O:25])=[CH:19][CH:18]=2)=[CH:14][CH:13]=1. The catalyst is C1(C)C=CC=CC=1. The product is [C:7]([C:4]1[CH:3]=[C:2]([NH:1][C:24]([NH:23][C:20]2[CH:19]=[CH:18][C:17]([O:16][C:15]3[CH:26]=[CH:27][C:12]([CH3:11])=[CH:13][CH:14]=3)=[CH:22][CH:21]=2)=[O:25])[NH:6][N:5]=1)([CH3:10])([CH3:9])[CH3:8]. The yield is 0.330.